This data is from Forward reaction prediction with 1.9M reactions from USPTO patents (1976-2016). The task is: Predict the product of the given reaction. (1) Given the reactants [C:1]([C:5]1[CH:30]=[CH:29][C:8]([CH2:9][N:10]2[C:18]3[C:13](=[CH:14][C:15]([NH:19][S:20]([C:23]4[CH:28]=[CH:27][CH:26]=[CH:25][CH:24]=4)(=[O:22])=[O:21])=[CH:16][CH:17]=3)[CH:12]=[CH:11]2)=[CH:7][CH:6]=1)([CH3:4])([CH3:3])[CH3:2].[H-].[Na+].[CH3:33][O:34][C:35](=[O:38])[CH2:36]Br.CCCCCC, predict the reaction product. The product is: [CH3:33][O:34][C:35](=[O:38])[CH2:36][N:19]([S:20]([C:23]1[CH:28]=[CH:27][CH:26]=[CH:25][CH:24]=1)(=[O:21])=[O:22])[C:15]1[CH:14]=[C:13]2[C:18](=[CH:17][CH:16]=1)[N:10]([CH2:9][C:8]1[CH:29]=[CH:30][C:5]([C:1]([CH3:4])([CH3:2])[CH3:3])=[CH:6][CH:7]=1)[CH:11]=[CH:12]2. (2) Given the reactants [Br:1][C:2]1[CH:7]=[CH:6][C:5](I)=[C:4]([F:9])[CH:3]=1.[CH2:10]([N:13]1[CH2:18][CH2:17][CH2:16][CH2:15][CH2:14]1)[C:11]#[CH:12].C(N(CC)CC)C.[Cl-].[NH4+], predict the reaction product. The product is: [Br:1][C:2]1[CH:7]=[CH:6][C:5]([C:12]#[C:11][CH2:10][N:13]2[CH2:18][CH2:17][CH2:16][CH2:15][CH2:14]2)=[C:4]([F:9])[CH:3]=1.